Predict the reaction yield, written as a fraction of the theoretical maximum amount of product (1.0 means a 100% yield; for example, 0.34 means a 34% yield). From a dataset of Reaction yield outcomes from USPTO patents with 853,638 reactions. The reactants are [Cl:1][C:2]1[CH:3]=[C:4]([C@@H:12]([CH2:24][CH:25]2[CH2:29][CH2:28][CH2:27][CH2:26]2)[C:13]([NH:15][C:16]2[CH:21]=[N:20][C:19]([S:22][CH3:23])=[CH:18][N:17]=2)=[O:14])[CH:5]=[CH:6][C:7]=1[S:8]([CH3:11])(=[O:10])=[O:9].[Na].I([O-])(=O)(=O)=[O:32]. The catalyst is O1CCCC1.O. The product is [Cl:1][C:2]1[CH:3]=[C:4]([C@@H:12]([CH2:24][CH:25]2[CH2:26][CH2:27][CH2:28][CH2:29]2)[C:13]([NH:15][C:16]2[CH:21]=[N:20][C:19]([S:22]([CH3:23])=[O:32])=[CH:18][N:17]=2)=[O:14])[CH:5]=[CH:6][C:7]=1[S:8]([CH3:11])(=[O:10])=[O:9]. The yield is 0.460.